Dataset: Forward reaction prediction with 1.9M reactions from USPTO patents (1976-2016). Task: Predict the product of the given reaction. (1) Given the reactants [C:1]([O:4][C@@H:5]1[CH2:29][CH2:28][C@@:27]2([CH3:30])[CH:7]([CH2:8][C@@H:9]([O:33][C:34](=[O:36])[CH3:35])[C@@H:10]3[C@@H:26]2[CH2:25][C@H:24]([OH:31])[C@@:23]2([CH3:32])[C@H:11]3[CH2:12][CH2:13][C@@H:14]2[C@H:15]([CH3:22])[CH2:16][CH2:17][C:18]([O:20][CH3:21])=[O:19])[CH2:6]1)(=[O:3])[CH3:2].Cl[O-].[Na+], predict the reaction product. The product is: [C:1]([O:4][C@@H:5]1[CH2:29][CH2:28][C@@:27]2([CH3:30])[CH:7]([CH2:8][C@@H:9]([O:33][C:34](=[O:36])[CH3:35])[C@@H:10]3[C@@H:26]2[CH2:25][C:24](=[O:31])[C@@:23]2([CH3:32])[C@H:11]3[CH2:12][CH2:13][C@@H:14]2[C@H:15]([CH3:22])[CH2:16][CH2:17][C:18]([O:20][CH3:21])=[O:19])[CH2:6]1)(=[O:3])[CH3:2]. (2) Given the reactants [CH3:1][C:2]1([CH3:10])[O:6][C@:5]([CH3:9])([CH:7]=O)[CH2:4][O:3]1.Cl.[NH2:12][OH:13].C([O-])([O-])=O.[Na+].[Na+], predict the reaction product. The product is: [CH3:1][C:2]1([CH3:10])[O:6][C@:5]([CH3:9])([CH:7]=[N:12][OH:13])[CH2:4][O:3]1. (3) Given the reactants [Cl:1][C:2]1[CH:3]=[C:4]([NH:8][C:9]2[N:14]=[CH:13][N:12]=[C:11]([C:15]3[CH:20]=[CH:19][N:18]=[C:17]([C:21](=O)[CH3:22])[CH:16]=3)[N:10]=2)[CH:5]=[CH:6][CH:7]=1.C(O)(=O)C.C([O-])(=O)C.[Na+].[NH:33]([CH2:35][CH2:36][C:37]#[N:38])[NH2:34], predict the reaction product. The product is: [Cl:1][C:2]1[CH:3]=[C:4]([NH:8][C:9]2[N:14]=[CH:13][N:12]=[C:11]([C:15]3[CH:20]=[CH:19][N:18]=[C:17]([C:21](=[N:34][NH:33][CH2:35][CH2:36][C:37]#[N:38])[CH3:22])[CH:16]=3)[N:10]=2)[CH:5]=[CH:6][CH:7]=1. (4) The product is: [OH:30][NH:29][C:3](=[O:28])/[CH:4]=[CH:5]/[C:6]1[CH:15]=[C:14]2[C:9]([CH2:10][CH2:11][N:12]([CH2:16][CH2:17][C:18]3[C:26]4[C:21](=[CH:22][CH:23]=[CH:24][CH:25]=4)[NH:20][C:19]=3[CH3:27])[CH2:13]2)=[CH:8][CH:7]=1. Given the reactants CO[C:3](=[O:28])/[CH:4]=[CH:5]/[C:6]1[CH:15]=[C:14]2[C:9]([CH2:10][CH2:11][N:12]([CH2:16][CH2:17][C:18]3[C:26]4[C:21](=[CH:22][CH:23]=[CH:24][CH:25]=4)[NH:20][C:19]=3[CH3:27])[CH2:13]2)=[CH:8][CH:7]=1.[NH2:29][OH:30].C[O-].[Na+].Cl, predict the reaction product. (5) Given the reactants [O:1]1[CH2:6][CH2:5][CH:4]([O:7][CH2:8][CH2:9][O:10][CH:11]2[CH2:16][CH2:15][N:14](C(OCC3C=CC=CC=3)=O)[CH2:13][CH2:12]2)[CH2:3][CH2:2]1, predict the reaction product. The product is: [O:1]1[CH2:2][CH2:3][CH:4]([O:7][CH2:8][CH2:9][O:10][CH:11]2[CH2:16][CH2:15][NH:14][CH2:13][CH2:12]2)[CH2:5][CH2:6]1. (6) Given the reactants [NH+:1]1[CH:6]=[CH:5][CH:4]=[CH:3][CH:2]=1.[C:7]1(C#CC(C2C=CC=CC=2)=O)[CH:12]=CC=C[CH:8]=1.[H-].[Na+], predict the reaction product. The product is: [CH:8]1[CH:7]=[CH:12][N:1]2[C:6]=1[CH:5]=[CH:4][CH:3]=[CH:2]2.